This data is from Experimentally validated miRNA-target interactions with 360,000+ pairs, plus equal number of negative samples. The task is: Binary Classification. Given a miRNA mature sequence and a target amino acid sequence, predict their likelihood of interaction. The miRNA is hsa-miR-6766-3p with sequence UGAUUGUCUUCCCCCACCCUCA. The protein sequence of the target gene is MSIEKIWAREILDSRGNPTVEVDLYTAKGLFRAAVPSGASTGIYEALELRDGDKQRYLGKGVLKAVDHINSRIAPALISSGISVVEQEKLDNLMLELDGTENKSKFGANAILGVSLAVCKAGAAERDLPLYRHIAQLAGNSDLILPVPAFNVINGGSHAGNKLAMQEFMILPVGAESFRDAMRLGAEVYHTLKGVIKDKYGKDATNVGDEGGFAPNILENSEALELVKEAIDKAGYTEKMVIGMDVAASEFYRDGKYDLDFKSPADPSRYITGDQLGALYQDFVRNYPVVSIEDPFDQDD.... Result: 0 (no interaction).